This data is from Full USPTO retrosynthesis dataset with 1.9M reactions from patents (1976-2016). The task is: Predict the reactants needed to synthesize the given product. Given the product [Cl:1][C:2]1[C:11]2[C:6](=[CH:7][C:8]([F:12])=[CH:9][CH:10]=2)[N:5]=[C:4]([C:13]2[CH:18]=[CH:17][CH:16]=[C:15]([S:19]([CH3:20])(=[O:26])=[O:22])[CH:14]=2)[C:3]=1[CH3:21], predict the reactants needed to synthesize it. The reactants are: [Cl:1][C:2]1[C:11]2[C:6](=[CH:7][C:8]([F:12])=[CH:9][CH:10]=2)[N:5]=[C:4]([C:13]2[CH:18]=[CH:17][CH:16]=[C:15]([S:19][CH3:20])[CH:14]=2)[C:3]=1[CH3:21].[OH2:22].C1C[O:26]CC1.